Predict which catalyst facilitates the given reaction. From a dataset of Catalyst prediction with 721,799 reactions and 888 catalyst types from USPTO. (1) Reactant: [CH3:1][C@@H:2]1[O:6][C:5]([C:7]2[NH:11][C:10]([C:12]3[CH:13]=[C:14]([CH:20]=[C:21]([O:23][C:24]4[CH:29]=[N:28][C:27]([S:30]([CH3:33])(=[O:32])=[O:31])=[CH:26][N:25]=4)[CH:22]=3)[O:15][C@@H:16]([CH3:19])[CH2:17][OH:18])=[CH:9][CH:8]=2)=[N:4][CH2:3]1.[CH3:34][S:35](O)(=[O:37])=[O:36]. Product: [CH3:34][S:35]([O:18][CH2:17][C@@H:16]([O:15][C:14]1[CH:20]=[C:21]([O:23][C:24]2[CH:29]=[N:28][C:27]([S:30]([CH3:33])(=[O:32])=[O:31])=[CH:26][N:25]=2)[CH:22]=[C:12]([C:10]2[NH:11][C:7]([C:5]3[O:6][C@@H:2]([CH3:1])[CH2:3][N:4]=3)=[CH:8][CH:9]=2)[CH:13]=1)[CH3:19])(=[O:37])=[O:36]. The catalyst class is: 21. (2) Reactant: [N-:1]=[N+:2]=[N-:3].[Na+].[C:5]([C:7]1[CH:14]=[CH:13][C:10]([CH2:11]Br)=[CH:9][CH:8]=1)#[N:6]. Product: [N:1]([CH2:11][C:10]1[CH:13]=[CH:14][C:7]([C:5]#[N:6])=[CH:8][CH:9]=1)=[N+:2]=[N-:3]. The catalyst class is: 16. (3) Reactant: [F:1][C:2]1[CH:17]=[CH:16][C:5]([O:6][C:7]2[CH:12]=[CH:11][N:10]=[C:9]([CH:13](O)[CH3:14])[N:8]=2)=[CH:4][CH:3]=1.C(N(CC)CC)C.CS(Cl)(=O)=O.[N-:30]=[N+:31]=[N-:32].[Na+]. Product: [N:30]([CH:13]([C:9]1[N:8]=[C:7]([O:6][C:5]2[CH:16]=[CH:17][C:2]([F:1])=[CH:3][CH:4]=2)[CH:12]=[CH:11][N:10]=1)[CH3:14])=[N+:31]=[N-:32]. The catalyst class is: 34. (4) Reactant: [NH2:1][C:2]1[CH:3]=[CH:4][C:5]([O:24][CH2:25][CH3:26])=[C:6]([C:8]2[NH:13][C:12](=[O:14])[C:11]3=[C:15]([CH3:23])[N:16]=[C:17]([CH:18]4[CH2:22][CH2:21][CH2:20][CH2:19]4)[N:10]3[N:9]=2)[CH:7]=1.[CH3:27][N:28]1[CH:32]=[C:31]([S:33](Cl)(=[O:35])=[O:34])[N:30]=[CH:29]1.N1C=CC=CC=1. Product: [CH2:25]([O:24][C:5]1[CH:4]=[CH:3][C:2]([NH:1][S:33]([C:31]2[N:30]=[CH:29][N:28]([CH3:27])[CH:32]=2)(=[O:35])=[O:34])=[CH:7][C:6]=1[C:8]1[NH:13][C:12](=[O:14])[C:11]2=[C:15]([CH3:23])[N:16]=[C:17]([CH:18]3[CH2:22][CH2:21][CH2:20][CH2:19]3)[N:10]2[N:9]=1)[CH3:26]. The catalyst class is: 7. (5) Reactant: [CH2:1]([O:3][C:4]([N:6]1[CH2:11][CH2:10][CH:9]([C:12]2[C:20]3[C:15](=[CH:16][CH:17]=[CH:18][CH:19]=3)[NH:14][CH:13]=2)[CH2:8][CH2:7]1)=[O:5])[CH3:2].[H-].[Na+].CS(O[CH2:28][CH2:29][C:30]1[CH:34]=[CH:33][S:32][CH:31]=1)(=O)=O.O. Product: [CH2:1]([O:3][C:4]([N:6]1[CH2:11][CH2:10][CH:9]([C:12]2[C:20]3[C:15](=[CH:16][CH:17]=[CH:18][CH:19]=3)[N:14]([CH2:28][CH2:29][C:30]3[CH:34]=[CH:33][S:32][CH:31]=3)[CH:13]=2)[CH2:8][CH2:7]1)=[O:5])[CH3:2]. The catalyst class is: 3. (6) Reactant: [F:1][C:2]1[CH:3]=[C:4](/[CH:16]=[CH:17]/[C:18]([O:20][CH2:21][CH2:22][CH2:23][CH3:24])=[O:19])[CH:5]=[CH:6][C:7]=1[O:8][C:9]1[CH:14]=[CH:13][C:12]([OH:15])=[CH:11][N:10]=1.[Cl:25][C:26]1[CH:33]=[CH:32][CH:31]=[CH:30][C:27]=1[CH2:28]Cl.[H-].[Na+]. Product: [CH2:21]([O:20][C:18](=[O:19])/[CH:17]=[CH:16]/[C:4]1[CH:5]=[CH:6][C:7]([O:8][C:9]2[CH:14]=[CH:13][C:12]([O:15][CH2:28][C:27]3[CH:30]=[CH:31][CH:32]=[CH:33][C:26]=3[Cl:25])=[CH:11][N:10]=2)=[C:2]([F:1])[CH:3]=1)[CH2:22][CH2:23][CH3:24]. The catalyst class is: 3. (7) Reactant: [OH-].[Na+].[Cl:3][C:4]1[C:9]([C:10]2[N:14]=[C:13]([C:15]3[CH:20]=[CH:19][C:18]([O:21][CH:22]([CH3:24])[CH3:23])=[C:17]([C:25]#[N:26])[CH:16]=3)[O:12][N:11]=2)=[CH:8][CH:7]=[CH:6][C:5]=1[CH2:27][CH2:28][C:29]([O:31]CC)=[O:30].Cl. Product: [Cl:3][C:4]1[C:9]([C:10]2[N:14]=[C:13]([C:15]3[CH:20]=[CH:19][C:18]([O:21][CH:22]([CH3:24])[CH3:23])=[C:17]([C:25]#[N:26])[CH:16]=3)[O:12][N:11]=2)=[CH:8][CH:7]=[CH:6][C:5]=1[CH2:27][CH2:28][C:29]([OH:31])=[O:30]. The catalyst class is: 378. (8) Reactant: [Cl:1][C:2]1[CH:20]=[CH:19][C:5]([CH2:6][N:7]([CH:14]2[CH2:18][CH2:17][NH:16][CH2:15]2)[CH2:8][C:9]([NH:11][CH2:12][CH3:13])=[O:10])=[CH:4][CH:3]=1.C(=O)([O-])[O-].[K+].[K+].Br[CH2:28][CH2:29]/[CH:30]=[C:31]1/[C:32]2[CH:45]=[C:44]([C:46]([OH:49])([CH3:48])[CH3:47])[CH:43]=[CH:42][C:33]=2[O:34][CH2:35][C:36]2[N:41]=[CH:40][CH:39]=[CH:38][C:37]/1=2. Product: [Cl:1][C:2]1[CH:20]=[CH:19][C:5]([CH2:6][N:7]([CH:14]2[CH2:18][CH2:17][N:16]([CH2:28][CH2:29][CH:30]=[C:31]3[C:37]4[CH:38]=[CH:39][CH:40]=[N:41][C:36]=4[CH2:35][O:34][C:33]4[CH:42]=[CH:43][C:44]([C:46]([OH:49])([CH3:48])[CH3:47])=[CH:45][C:32]3=4)[CH2:15]2)[CH2:8][C:9]([NH:11][CH2:12][CH3:13])=[O:10])=[CH:4][CH:3]=1. The catalyst class is: 47.